From a dataset of Forward reaction prediction with 1.9M reactions from USPTO patents (1976-2016). Predict the product of the given reaction. (1) Given the reactants C1(C)C=CC(S(O)(=O)=O)=CC=1.[CH2:12]([O:19][C:20]([C:22]1([NH2:27])[CH2:26][CH2:25][CH2:24][CH2:23]1)=[O:21])[C:13]1[CH:18]=[CH:17][CH:16]=[CH:15][CH:14]=1.C(N(CC)CC)C.[F:35][C:36]1[CH:41]=[CH:40][C:39]([C:42]2[CH:47]=[CH:46][C:45]([S:48](Cl)(=[O:50])=[O:49])=[CH:44][CH:43]=2)=[CH:38][CH:37]=1, predict the reaction product. The product is: [CH2:12]([O:19][C:20]([C:22]1([NH:27][S:48]([C:45]2[CH:44]=[CH:43][C:42]([C:39]3[CH:40]=[CH:41][C:36]([F:35])=[CH:37][CH:38]=3)=[CH:47][CH:46]=2)(=[O:49])=[O:50])[CH2:23][CH2:24][CH2:25][CH2:26]1)=[O:21])[C:13]1[CH:18]=[CH:17][CH:16]=[CH:15][CH:14]=1. (2) Given the reactants F[C:2]1[CH:10]=[CH:9][CH:8]=[C:7]([C:11]([F:14])([F:13])[F:12])[C:3]=1[C:4]([OH:6])=O.C(Cl)(=O)C(Cl)=O.[OH:21][CH2:22][CH:23]1[NH:28][CH2:27][CH2:26][N:25]([C:29]([O:31][C:32]([CH3:35])([CH3:34])[CH3:33])=[O:30])[CH2:24]1.C(N(CC)CC)C.[H-].[Na+], predict the reaction product. The product is: [O:6]=[C:4]1[C:3]2[C:7]([C:11]([F:14])([F:13])[F:12])=[CH:8][CH:9]=[CH:10][C:2]=2[O:21][CH2:22][CH:23]2[CH2:24][N:25]([C:29]([O:31][C:32]([CH3:35])([CH3:34])[CH3:33])=[O:30])[CH2:26][CH2:27][N:28]12. (3) The product is: [O:1]1[C:5]([C:6]2[C:8]3[CH2:14][CH2:13][O:12][C:11]4[CH:15]=[C:16]([N:19]5[CH2:23][C@H:22]([CH2:24][NH:25][C:26](=[O:28])[CH3:27])[O:21][C:20]5=[O:29])[CH:17]=[CH:18][C:10]=4[C:9]=3[NH:33][N:32]=2)=[CH:4][CH:3]=[N:2]1. Given the reactants [O:1]1[C:5]([C:6]([CH:8]2[CH2:14][CH2:13][O:12][C:11]3[CH:15]=[C:16]([N:19]4[CH2:23][C@H:22]([CH2:24][NH:25][C:26](=[O:28])[CH3:27])[O:21][C:20]4=[O:29])[CH:17]=[CH:18][C:10]=3[C:9]2=O)=O)=[CH:4][CH:3]=[N:2]1.O.[NH2:32][NH2:33], predict the reaction product.